Dataset: Full USPTO retrosynthesis dataset with 1.9M reactions from patents (1976-2016). Task: Predict the reactants needed to synthesize the given product. (1) The reactants are: Br[CH2:2][C:3]([C:5]1[N:6]=[C:7]([C:11]2[CH:16]=[CH:15][C:14]([Cl:17])=[CH:13][CH:12]=2)[O:8][C:9]=1[CH3:10])=[O:4].C(N(CC)CC)C.[NH:25]1[CH2:30][CH2:29][CH2:28][CH2:27][CH2:26]1. Given the product [Cl:17][C:14]1[CH:15]=[CH:16][C:11]([C:7]2[O:8][C:9]([CH3:10])=[C:5]([C:3](=[O:4])[CH2:2][N:25]3[CH2:30][CH2:29][CH2:28][CH2:27][CH2:26]3)[N:6]=2)=[CH:12][CH:13]=1, predict the reactants needed to synthesize it. (2) Given the product [CH3:1][O:2][C:3]([C:5]1[C:14]2[C:9](=[CH:10][CH:11]=[CH:12][CH:13]=2)[C:8]([CH2:15][Br:16])=[CH:7][CH:6]=1)=[O:4], predict the reactants needed to synthesize it. The reactants are: [CH3:1][O:2][C:3]([C:5]1[C:14]2[C:9](=[CH:10][CH:11]=[CH:12][CH:13]=2)[C:8]([CH3:15])=[CH:7][CH:6]=1)=[O:4].[Br:16]NC(=O)CCC(N)=O.CCOC(C)=O. (3) Given the product [C:1]([O:5][C:6](=[O:12])[NH:7][C@@H:8]([CH3:11])[CH2:9][O:10][C:17]1[CH:18]=[CH:19][C:14]([F:13])=[CH:15][C:16]=1[C:21]([F:22])([F:24])[F:23])([CH3:4])([CH3:2])[CH3:3], predict the reactants needed to synthesize it. The reactants are: [C:1]([O:5][C:6](=[O:12])[NH:7][C@@H:8]([CH3:11])[CH2:9][OH:10])([CH3:4])([CH3:3])[CH3:2].[F:13][C:14]1[CH:19]=[CH:18][C:17](O)=[C:16]([C:21]([F:24])([F:23])[F:22])[CH:15]=1.C1(P(C2C=CC=CC=2)C2C=CC=CC=2)C=CC=CC=1.N(C(OC(C)C)=O)=NC(OC(C)C)=O. (4) Given the product [N+:26]([C:23]1[CH:22]=[CH:21][C:20]([O:19][C:17](=[O:18])[NH:1][C:2]2[CH:7]=[CH:6][C:5]([N:8]3[CH:13]=[CH:12][N:11]=[CH:10][C:9]3=[O:14])=[CH:4][C:3]=2[F:15])=[CH:25][CH:24]=1)([O-:28])=[O:27], predict the reactants needed to synthesize it. The reactants are: [NH2:1][C:2]1[CH:7]=[CH:6][C:5]([N:8]2[CH:13]=[CH:12][N:11]=[CH:10][C:9]2=[O:14])=[CH:4][C:3]=1[F:15].Cl[C:17]([O:19][C:20]1[CH:25]=[CH:24][C:23]([N+:26]([O-:28])=[O:27])=[CH:22][CH:21]=1)=[O:18]. (5) Given the product [CH3:18][N:19]1[CH2:24][CH2:23][N:22]([C:2]2[CH:11]=[C:10]3[C:5]([CH:6]=[C:7]([NH:12][C:13]([CH:15]4[CH2:17][CH2:16]4)=[O:14])[N:8]=[CH:9]3)=[CH:4][CH:3]=2)[CH2:21][CH2:20]1, predict the reactants needed to synthesize it. The reactants are: Br[C:2]1[CH:11]=[C:10]2[C:5]([CH:6]=[C:7]([NH:12][C:13]([CH:15]3[CH2:17][CH2:16]3)=[O:14])[N:8]=[CH:9]2)=[CH:4][CH:3]=1.[CH3:18][N:19]1[CH2:24][CH2:23][NH:22][CH2:21][CH2:20]1.CC(C1C=C(C(C)C)C(C2C=CC=CC=2P(C2CCCCC2)C2CCCCC2)=C(C(C)C)C=1)C.C(=O)([O-])[O-].[Cs+].[Cs+]. (6) Given the product [Br:1][C:2]1[C:3]([C@:8]([NH:23][S@:24]([C:26]([CH3:29])([CH3:28])[CH3:27])=[O:25])([C:11]2[CH:16]=[CH:15][C:14]([O:17][C:18]([F:21])([F:19])[F:20])=[C:13]([F:22])[CH:12]=2)[CH:9]([OH:35])[CH2:10][OH:30])=[N:4][CH:5]=[CH:6][CH:7]=1, predict the reactants needed to synthesize it. The reactants are: [Br:1][C:2]1[C:3]([C@:8]([NH:23][S@:24]([C:26]([CH3:29])([CH3:28])[CH3:27])=[O:25])([C:11]2[CH:16]=[CH:15][C:14]([O:17][C:18]([F:21])([F:20])[F:19])=[C:13]([F:22])[CH:12]=2)[CH:9]=[CH2:10])=[N:4][CH:5]=[CH:6][CH:7]=1.[OH2:30].C[N+]1([O-])CC[O:35]CC1. (7) Given the product [CH2:35]([O:34][C:30](=[O:33])[CH2:31][CH2:32][N:24]1[CH2:23][CH2:22][C:21]2[C:26](=[CH:27][CH:28]=[C:19]([C:16]3[N:15]=[C:14]([C:10]4[CH:9]=[C:8]5[C:13](=[CH:12][CH:11]=4)[N:5]([CH:2]([CH3:4])[CH3:3])[CH:6]=[CH:7]5)[O:18][N:17]=3)[C:20]=2[CH3:29])[CH2:25]1)[CH3:36], predict the reactants needed to synthesize it. The reactants are: Cl.[CH:2]([N:5]1[C:13]2[C:8](=[CH:9][C:10]([C:14]3[O:18][N:17]=[C:16]([C:19]4[C:20]([CH3:29])=[C:21]5[C:26](=[CH:27][CH:28]=4)[CH2:25][NH:24][CH2:23][CH2:22]5)[N:15]=3)=[CH:11][CH:12]=2)[CH:7]=[CH:6]1)([CH3:4])[CH3:3].[C:30]([O:34][CH2:35][CH3:36])(=[O:33])[CH:31]=[CH2:32]. (8) Given the product [NH2:15][C:4]1[N:3]=[C:2]([N:26]2[CH2:27][CH2:28][CH:24]([NH:23][C:21](=[O:22])[O:20][C:16]([CH3:18])([CH3:17])[CH3:19])[CH2:25]2)[CH:7]=[C:6]([C:8]2[CH2:13][CH2:12][CH:11]([CH3:14])[CH2:10][CH:9]=2)[N:5]=1, predict the reactants needed to synthesize it. The reactants are: Cl[C:2]1[CH:7]=[C:6]([C:8]2[CH2:13][CH2:12][CH:11]([CH3:14])[CH2:10][CH:9]=2)[N:5]=[C:4]([NH2:15])[N:3]=1.[C:16]([O:20][C:21]([NH:23][CH:24]1[CH2:28][CH2:27][NH:26][CH2:25]1)=[O:22])([CH3:19])([CH3:18])[CH3:17].C(N(CC)CC)C.